Dataset: Reaction yield outcomes from USPTO patents with 853,638 reactions. Task: Predict the reaction yield, written as a fraction of the theoretical maximum amount of product (1.0 means a 100% yield; for example, 0.34 means a 34% yield). (1) The reactants are C(=O)([O-])[O-].[K+].[K+].[NH:7]1[CH2:11][CH2:10][CH2:9][CH2:8]1.[Br:12][C:13]1[CH:18]=[CH:17][C:16]([NH:19][C:20](=[O:23])[CH2:21]Cl)=[CH:15][CH:14]=1. The catalyst is C(#N)C.C(Cl)Cl. The product is [Br:12][C:13]1[CH:14]=[CH:15][C:16]([NH:19][C:20](=[O:23])[CH2:21][N:7]2[CH2:11][CH2:10][CH2:9][CH2:8]2)=[CH:17][CH:18]=1. The yield is 0.990. (2) The reactants are [CH3:1][CH:2]([CH3:26])[CH2:3][O:4][C:5]1[CH:6]=[C:7]([N:14]2[CH2:19][CH2:18][CH:17]([N:20]3[CH2:25][CH2:24][CH2:23][CH2:22][CH2:21]3)[CH2:16][CH2:15]2)[CH:8]=[CH:9][C:10]=1[N+:11]([O-])=O. The catalyst is [Ni].CCOC(C)=O. The product is [N:20]1([CH:17]2[CH2:18][CH2:19][N:14]([C:7]3[CH:8]=[CH:9][C:10]([NH2:11])=[C:5]([O:4][CH2:3][CH:2]([CH3:26])[CH3:1])[CH:6]=3)[CH2:15][CH2:16]2)[CH2:25][CH2:24][CH2:23][CH2:22][CH2:21]1. The yield is 0.390. (3) The reactants are [C-:1]#[N:2].[K+].Br[CH2:5][C:6]1[C:15]([O:16][CH3:17])=[C:14]2[O:18][C:19]([CH3:22])([CH3:21])[CH2:20][C:13]2=[C:12]2[C:7]=1[CH2:8][C:9]([CH3:30])([CH3:29])[N:10]=[C:11]2[C:23]1[CH:28]=[CH:27][CH:26]=[CH:25][CH:24]=1. The catalyst is O.CN(C)C=O. The product is [CH3:17][O:16][C:15]1[C:14]2[O:18][C:19]([CH3:21])([CH3:22])[CH2:20][C:13]=2[C:12]2[C:11]([C:23]3[CH:28]=[CH:27][CH:26]=[CH:25][CH:24]=3)=[N:10][C:9]([CH3:30])([CH3:29])[CH2:8][C:7]=2[C:6]=1[CH2:5][C:1]#[N:2]. The yield is 0.560. (4) The reactants are [N:1]1[CH:6]=[CH:5][C:4]([C:7]2[N:11]=[C:10]([CH2:12][NH:13][C:14]([C:16]3[S:17][CH:18]=[CH:19][CH:20]=3)=[O:15])[NH:9][N:8]=2)=[CH:3][CH:2]=1.[CH3:21][Si](C=[N+]=[N-])(C)C.C1COCC1. The catalyst is CO. The product is [CH3:21][N:9]1[C:10]([CH2:12][NH:13][C:14]([C:16]2[S:17][CH:18]=[CH:19][CH:20]=2)=[O:15])=[N:11][C:7]([C:4]2[CH:3]=[CH:2][N:1]=[CH:6][CH:5]=2)=[N:8]1. The yield is 0.400.